From a dataset of hERG potassium channel inhibition data for cardiac toxicity prediction from Karim et al.. Regression/Classification. Given a drug SMILES string, predict its toxicity properties. Task type varies by dataset: regression for continuous values (e.g., LD50, hERG inhibition percentage) or binary classification for toxic/non-toxic outcomes (e.g., AMES mutagenicity, cardiotoxicity, hepatotoxicity). Dataset: herg_karim. (1) The result is 0 (non-blocker). The compound is C=C(F)CN(CC)C(=O)[C@@]1(c2cccs2)C[C@H]1CN. (2) The compound is CCS(=O)(=O)C[NH2+][C@@H]1c2cc(C[NH3+])ccc2OC(C)(C)[C@H]1O. The result is 1 (blocker).